This data is from Full USPTO retrosynthesis dataset with 1.9M reactions from patents (1976-2016). The task is: Predict the reactants needed to synthesize the given product. (1) Given the product [CH:32]1([C:38]2[N:8]3[C:3]([C:4](=[O:9])[NH:5][CH:6]=[N:7]3)=[CH:2][N:1]=2)[CH2:37][CH2:36][CH2:35][CH2:34][CH2:33]1, predict the reactants needed to synthesize it. The reactants are: [NH2:1][CH2:2][C:3]1[C:4](=[O:9])[NH:5][CH:6]=[N:7][N:8]=1.F[B-](F)(F)F.N1(OC(N(C)C)=[N+](C)C)C2C=CC=CC=2N=N1.[CH:32]1([C:38](O)=O)[CH2:37][CH2:36][CH2:35][CH2:34][CH2:33]1.C(N(CC)C(C)C)(C)C.P(Cl)(Cl)(Cl)=O. (2) Given the product [CH3:1][O:2][C:3]([C@@H:5]1[CH2:39][C@@H:38]2[CH2:40][N:6]1[C:7](=[O:47])[C@H:8]([C:43]([CH3:45])([CH3:46])[CH3:44])[NH:9][C:10](=[O:42])[O:11][C@@H:12]1[CH2:41][C@H:13]1[CH2:14][CH2:15][CH2:16][CH2:17][CH2:18][C:19]1[C:20]([O:37]2)=[N:21][C:22]2[CH:23]=[CH:24][CH:25]=[CH:26][C:27]=2[C:28]=1[C:51]1[CH:52]=[CH:53][N:48]=[CH:49][CH:50]=1)=[O:4], predict the reactants needed to synthesize it. The reactants are: [CH3:1][O:2][C:3]([C@@H:5]1[CH2:39][C@@H:38]2[CH2:40][N:6]1[C:7](=[O:47])[C@H:8]([C:43]([CH3:46])([CH3:45])[CH3:44])[NH:9][C:10](=[O:42])[O:11][C@@H:12]1[CH2:41][C@H:13]1[CH2:14][CH2:15][CH2:16][CH2:17][CH2:18][C:19]1[C:20]([O:37]2)=[N:21][C:22]2[CH:23]=[CH:24][CH:25]=[CH:26][C:27]=2[C:28]=1OS(C(F)(F)F)(=O)=O)=[O:4].[N:48]1[CH:53]=[CH:52][C:51](B(O)O)=[CH:50][CH:49]=1.[O-]P([O-])([O-])=O.[K+].[K+].[K+]. (3) Given the product [F:1][C:2]1[C:28]([O:29][CH3:30])=[CH:27][C:26]([O:31][CH3:32])=[C:25]([F:33])[C:3]=1[CH2:4][O:5][C:6]1[CH:7]=[N:8][C:9]([NH:12][C:13]2[CH:18]=[CH:17][C:16]([CH:19]3[CH2:24][CH2:23][N:22]([C:35](=[O:36])[CH2:34][OH:37])[CH2:21][CH2:20]3)=[CH:15][CH:14]=2)=[N:10][CH:11]=1, predict the reactants needed to synthesize it. The reactants are: [F:1][C:2]1[C:28]([O:29][CH3:30])=[CH:27][C:26]([O:31][CH3:32])=[C:25]([F:33])[C:3]=1[CH2:4][O:5][C:6]1[CH:7]=[N:8][C:9]([NH:12][C:13]2[CH:18]=[CH:17][C:16]([CH:19]3[CH2:24][CH2:23][NH:22][CH2:21][CH2:20]3)=[CH:15][CH:14]=2)=[N:10][CH:11]=1.[C:34](O)(=[O:37])[CH2:35][OH:36].N1(O)C2C=CC=CC=2N=N1.Cl.C(N(CC)CCCN=C=NCC)C.C(=O)([O-])O.[Na+]. (4) The reactants are: [CH3:1][C:2]1[CH:7]=[CH:6][CH:5]=[CH:4][C:3]=1[C:8]1[C:9]2[CH:16]=[C:15]([CH2:17][O:18][C:19]3[N:24]=[CH:23][C:22]([C@@H:25]([C:32]#[C:33][CH3:34])[CH2:26][C:27]([O:29]CC)=[O:28])=[CH:21][CH:20]=3)[CH:14]=[CH:13][C:10]=2[S:11][CH:12]=1.[Li+].[OH-].Cl. Given the product [CH3:1][C:2]1[CH:7]=[CH:6][CH:5]=[CH:4][C:3]=1[C:8]1[C:9]2[CH:16]=[C:15]([CH2:17][O:18][C:19]3[N:24]=[CH:23][C:22]([C@@H:25]([C:32]#[C:33][CH3:34])[CH2:26][C:27]([OH:29])=[O:28])=[CH:21][CH:20]=3)[CH:14]=[CH:13][C:10]=2[S:11][CH:12]=1, predict the reactants needed to synthesize it. (5) Given the product [OH:18][C@@H:19]1[CH2:24][O:23][C@@H:22]([CH3:25])[O:21][C@H:20]1[CH2:26][N:27]([CH2:42][C@H:43]1[C@H:48]([OH:49])[CH2:47][O:46][C@@H:45]([CH3:50])[O:44]1)[CH2:28][CH2:29][O:30][C:31]1[CH:32]=[CH:33][C:34]([CH2:37][CH2:38][CH2:39][CH2:40][NH:41][C:14]([NH:13][C:11]([C:4]2[C:3]([NH2:2])=[N:8][C:7]([NH2:9])=[C:6]([Cl:10])[N:5]=2)=[O:12])=[NH:17])=[CH:35][CH:36]=1, predict the reactants needed to synthesize it. The reactants are: I.[NH2:2][C:3]1[C:4]([C:11]([NH:13][C:14](=[NH:17])SC)=[O:12])=[N:5][C:6]([Cl:10])=[C:7]([NH2:9])[N:8]=1.[OH:18][C@@H:19]1[CH2:24][O:23][C@@H:22]([CH3:25])[O:21][C@H:20]1[CH2:26][N:27]([CH2:42][C@H:43]1[C@H:48]([OH:49])[CH2:47][O:46][C@@H:45]([CH3:50])[O:44]1)[CH2:28][CH2:29][O:30][C:31]1[CH:36]=[CH:35][C:34]([CH2:37][CH2:38][CH2:39][CH2:40][NH2:41])=[CH:33][CH:32]=1. (6) Given the product [Cl:31][C:15]1[C:16]([Cl:30])=[C:17]([C:20]([OH:29])([C:21]([F:22])([F:23])[F:24])[C:25]([F:26])([F:27])[F:28])[CH:18]=[CH:19][C:14]=1[C:7]1[S:6][C:5]([C:8]([O:10][CH2:11][CH3:12])=[O:9])=[N:4][C:3]=1[CH2:2][OH:1], predict the reactants needed to synthesize it. The reactants are: [OH:1][CH2:2][C:3]1[N:4]=[C:5]([C:8]([O:10][CH2:11][CH3:12])=[O:9])[S:6][CH:7]=1.Br[C:14]1[CH:19]=[CH:18][C:17]([C:20]([OH:29])([C:25]([F:28])([F:27])[F:26])[C:21]([F:24])([F:23])[F:22])=[C:16]([Cl:30])[C:15]=1[Cl:31].CC([O-])=O.[K+].C1C=CC(P(C2C=CC=CC=2)C2C=CC=CC=2)=CC=1. (7) Given the product [Cl:1][C:2]1[CH:7]=[CH:6][C:5]([CH:8]([C:19]2[C:27]3[C:22](=[C:23]([CH2:29][S:30][CH3:31])[CH:24]=[C:25]([F:28])[CH:26]=3)[NH:21][CH:20]=2)[CH2:9][C:10]([O:11][CH2:12][CH3:16])=[O:18])=[C:4]([F:32])[CH:3]=1, predict the reactants needed to synthesize it. The reactants are: [Cl:1][C:2]1[CH:7]=[CH:6][C:5]([CH:8]([C:19]2[C:27]3[C:22](=[C:23]([CH2:29][S:30][CH3:31])[CH:24]=[C:25]([F:28])[CH:26]=3)[NH:21][CH:20]=2)[CH:9]2C(=O)O[C:12](C)([CH3:16])[O:11][C:10]2=[O:18])=[C:4]([F:32])[CH:3]=1. (8) Given the product [F:51][C:2]([F:1])([F:50])[C:3]1[CH:4]=[C:5]([C@H:13]2[O:17][C:16](=[O:18])[N:15]([CH2:19][C:20]3[CH:25]=[C:24]([C:26]([F:27])([F:28])[F:29])[CH:23]=[C:22]([I:30])[C:21]=3[C:31]3[CH:32]=[C:33]([C:38]4[CH:43]=[CH:42][C:41]([C:44]([OH:46])=[O:45])=[CH:40][C:39]=4[CH3:48])[CH:34]=[CH:35][C:36]=3[Cl:37])[C@H:14]2[CH3:49])[CH:6]=[C:7]([C:9]([F:12])([F:11])[F:10])[CH:8]=1, predict the reactants needed to synthesize it. The reactants are: [F:1][C:2]([F:51])([F:50])[C:3]1[CH:4]=[C:5]([C@H:13]2[O:17][C:16](=[O:18])[N:15]([CH2:19][C:20]3[CH:25]=[C:24]([C:26]([F:29])([F:28])[F:27])[CH:23]=[C:22]([I:30])[C:21]=3[C:31]3[CH:32]=[C:33]([C:38]4[CH:43]=[CH:42][C:41]([C:44]([O:46]C)=[O:45])=[CH:40][C:39]=4[CH3:48])[CH:34]=[CH:35][C:36]=3[Cl:37])[C@H:14]2[CH3:49])[CH:6]=[C:7]([C:9]([F:12])([F:11])[F:10])[CH:8]=1.O[Li].O.CCOC(C)=O.CCCCCC.